Dataset: Full USPTO retrosynthesis dataset with 1.9M reactions from patents (1976-2016). Task: Predict the reactants needed to synthesize the given product. (1) Given the product [NH2:3][C:4]1[N:5]=[C:6]([C:24]2[CH:29]=[CH:28][CH:27]=[CH:26][CH:25]=2)[C:7]([C:14]2[CH:15]=[CH:16][C:17](=[O:23])[N:18]([CH:20]([CH3:22])[CH3:21])[N:19]=2)=[N:8][C:9]=1[O:34][CH:32]([CH3:33])[CH3:31], predict the reactants needed to synthesize it. The reactants are: [H-].[Na+].[NH2:3][C:4]1[N:5]=[C:6]([C:24]2[CH:29]=[CH:28][CH:27]=[CH:26][CH:25]=2)[C:7]([C:14]2[CH:15]=[CH:16][C:17](=[O:23])[N:18]([CH:20]([CH3:22])[CH3:21])[N:19]=2)=[N:8][C:9]=1S(C)(=O)=O.Cl.[CH3:31][CH:32]([OH:34])[CH3:33]. (2) Given the product [CH3:1][O:2][C:3]1[CH:4]=[C:5]([NH:9][C:10]2[N:19]=[CH:18][C:17]3[C:12](=[CH:13][C:14]([O:25][CH:26]4[CH2:31][CH2:30][NH:29][CH2:28][CH2:27]4)=[C:15]([C:20]4[S:21][CH:22]=[CH:23][N:24]=4)[CH:16]=3)[N:11]=2)[CH:6]=[CH:7][CH:8]=1, predict the reactants needed to synthesize it. The reactants are: [CH3:1][O:2][C:3]1[CH:4]=[C:5]([NH:9][C:10]2[N:19]=[CH:18][C:17]3[C:12](=[CH:13][C:14]([O:25][CH:26]4[CH2:31][CH2:30][N:29](C(OC(C)(C)C)=O)[CH2:28][CH2:27]4)=[C:15]([C:20]4[S:21][CH:22]=[CH:23][N:24]=4)[CH:16]=3)[N:11]=2)[CH:6]=[CH:7][CH:8]=1.